Predict the reactants needed to synthesize the given product. From a dataset of Full USPTO retrosynthesis dataset with 1.9M reactions from patents (1976-2016). (1) Given the product [Br:1][C:2]1[CH:7]=[C:6]([OH:8])[CH:5]=[C:4]([CH3:15])[C:3]=1[NH:16][C:17](=[O:27])[C:18]1[CH:23]=[CH:22][CH:21]=[C:20]([N+:24]([O-:26])=[O:25])[CH:19]=1, predict the reactants needed to synthesize it. The reactants are: [Br:1][C:2]1[CH:7]=[C:6]([O:8]C(=O)C(C)(C)C)[CH:5]=[C:4]([CH3:15])[C:3]=1[NH:16][C:17](=[O:27])[C:18]1[CH:23]=[CH:22][CH:21]=[C:20]([N+:24]([O-:26])=[O:25])[CH:19]=1.[OH-].[Na+].CO. (2) Given the product [NH2:8][C:6]1[CH:5]=[CH:4][C:3]([S:9]([NH:12][C:13]2[CH:14]=[CH:15][C:16]3[CH2:20][O:19][B:18]([OH:21])[C:17]=3[CH:22]=2)(=[O:10])=[O:11])=[C:2]([NH:1][C:24]([NH:23][CH2:26][CH3:27])=[O:25])[CH:7]=1, predict the reactants needed to synthesize it. The reactants are: [NH2:1][C:2]1[CH:7]=[C:6]([NH2:8])[CH:5]=[CH:4][C:3]=1[S:9]([NH:12][C:13]1[CH:14]=[CH:15][C:16]2[CH2:20][O:19][B:18]([OH:21])[C:17]=2[CH:22]=1)(=[O:11])=[O:10].[N:23]([CH2:26][CH3:27])=[C:24]=[O:25].